Dataset: Full USPTO retrosynthesis dataset with 1.9M reactions from patents (1976-2016). Task: Predict the reactants needed to synthesize the given product. (1) Given the product [CH3:19][O:20][C:21]1[CH:26]=[CH:25][CH:24]=[CH:23][C:22]=1[CH2:27][CH2:28][O:29][C:7]1[CH:15]=[CH:14][CH:13]=[C:12]2[C:8]=1[CH:9]=[C:10]([C:16]([OH:18])=[O:17])[NH:11]2, predict the reactants needed to synthesize it. The reactants are: C1(CO[C:7]2[CH:15]=[CH:14][CH:13]=[C:12]3[C:8]=2[CH:9]=[C:10]([C:16]([OH:18])=[O:17])[NH:11]3)CCC1.[CH3:19][O:20][C:21]1[CH:26]=[CH:25][CH:24]=[CH:23][C:22]=1[CH2:27][CH2:28][OH:29].C(OC(C1NC2C(C=1)=C(O)C=CC=2)=O)C. (2) Given the product [CH2:37]([O:36][C:18]1[CH:17]=[C:16](/[CH:15]=[CH:14]/[CH:9]2[CH2:10][CH2:11][CH2:12][CH2:13][NH:8]2)[CH:21]=[CH:20][C:19]=1[N:22]1[S:23](=[O:34])(=[O:35])[N:24]([CH2:28][CH2:29][Si:30]([CH3:31])([CH3:33])[CH3:32])[C:25](=[O:27])[CH2:26]1)[C:38]1[CH:39]=[CH:40][CH:41]=[CH:42][CH:43]=1, predict the reactants needed to synthesize it. The reactants are: C(OC([N:8]1[CH2:13][CH2:12][CH2:11][CH2:10][CH:9]1/[CH:14]=[CH:15]/[C:16]1[CH:21]=[CH:20][C:19]([N:22]2[CH2:26][C:25](=[O:27])[N:24]([CH2:28][CH2:29][Si:30]([CH3:33])([CH3:32])[CH3:31])[S:23]2(=[O:35])=[O:34])=[C:18]([O:36][CH2:37][C:38]2[CH:43]=[CH:42][CH:41]=[CH:40][CH:39]=2)[CH:17]=1)=O)(C)(C)C. (3) Given the product [CH2:21]([O:28][C:29]([N:31]1[CH2:36][CH2:35][N:34]([CH2:37][CH2:38][NH:39][C:15]([C:14]2[C:9]3[N:8]([CH2:19][CH3:20])[C:7]([C:3]4[C:2]([NH2:1])=[N:6][O:5][N:4]=4)=[N:18][C:10]=3[CH:11]=[N:12][CH:13]=2)=[O:17])[CH2:33][CH2:32]1)=[O:30])[C:22]1[CH:27]=[CH:26][CH:25]=[CH:24][CH:23]=1, predict the reactants needed to synthesize it. The reactants are: [NH2:1][C:2]1[C:3]([C:7]2[N:8]([CH2:19][CH3:20])[C:9]3[C:14]([C:15]([OH:17])=O)=[CH:13][N:12]=[CH:11][C:10]=3[N:18]=2)=[N:4][O:5][N:6]=1.[CH2:21]([O:28][C:29]([N:31]1[CH2:36][CH2:35][N:34]([CH2:37][CH2:38][NH2:39])[CH2:33][CH2:32]1)=[O:30])[C:22]1[CH:27]=[CH:26][CH:25]=[CH:24][CH:23]=1. (4) Given the product [N+:22]([C:15]1[CH:16]=[C:17]([CH:20]=[CH:21][C:14]=1[N:10]1[CH2:11][CH2:12][CH:7]([CH2:6][N:1]2[CH2:5][CH2:4][CH2:3][CH2:2]2)[CH2:8][CH2:9]1)[CH:18]=[O:19])([O-:24])=[O:23], predict the reactants needed to synthesize it. The reactants are: [N:1]1([CH2:6][CH:7]2[CH2:12][CH2:11][NH:10][CH2:9][CH2:8]2)[CH2:5][CH2:4][CH2:3][CH2:2]1.F[C:14]1[CH:21]=[CH:20][C:17]([CH:18]=[O:19])=[CH:16][C:15]=1[N+:22]([O-:24])=[O:23]. (5) Given the product [F:1][C:2]1[CH:3]=[CH:4][C:5]2[O:9][C:8]([C:12](=[O:16])[CH:13]([CH3:15])[CH3:14])=[C:7]([CH3:10])[C:6]=2[CH:11]=1, predict the reactants needed to synthesize it. The reactants are: [F:1][C:2]1[CH:3]=[CH:4][C:5]2[O:9][CH:8]=[C:7]([CH3:10])[C:6]=2[CH:11]=1.[C:12](Cl)(=[O:16])[CH:13]([CH3:15])[CH3:14].[Cl-].[Al+3].[Cl-].[Cl-].O. (6) Given the product [Cl:14][C:15]1[CH:22]=[CH:21][C:18](/[CH:11]=[CH:10]/[C:7]2[CH:8]=[CH:9][C:4]([N+:1]([O-:3])=[O:2])=[CH:5][CH:6]=2)=[CH:17][C:16]=1[C:23]([F:24])([F:25])[F:26], predict the reactants needed to synthesize it. The reactants are: [N+:1]([C:4]1[CH:9]=[CH:8][C:7]([CH2:10][C:11](O)=O)=[CH:6][CH:5]=1)([O-:3])=[O:2].[Cl:14][C:15]1[CH:22]=[CH:21][C:18](C=O)=[CH:17][C:16]=1[C:23]([F:26])([F:25])[F:24].N1CCCCC1.